Dataset: Forward reaction prediction with 1.9M reactions from USPTO patents (1976-2016). Task: Predict the product of the given reaction. Given the reactants [C:1](Cl)(Cl)=[O:2].[C:5]([O:9][C:10](=[O:32])[NH:11][C:12]([CH3:31])([CH3:30])[CH2:13][CH2:14][NH:15][C:16]1[CH:21]=[CH:20][CH:19]=[CH:18][C:17]=1[C:22]([OH:29])([CH2:26][CH2:27][CH3:28])[CH2:23][CH2:24][CH3:25])([CH3:8])([CH3:7])[CH3:6].C(N(CC)CC)C.N, predict the reaction product. The product is: [C:5]([O:9][C:10](=[O:32])[NH:11][C:12]([CH3:30])([CH3:31])[CH2:13][CH2:14][N:15]1[C:16]2[CH:21]=[CH:20][CH:19]=[CH:18][C:17]=2[C:22]([CH2:23][CH2:24][CH3:25])([CH2:26][CH2:27][CH3:28])[O:29][C:1]1=[O:2])([CH3:6])([CH3:7])[CH3:8].